From a dataset of Reaction yield outcomes from USPTO patents with 853,638 reactions. Predict the reaction yield, written as a fraction of the theoretical maximum amount of product (1.0 means a 100% yield; for example, 0.34 means a 34% yield). (1) The reactants are [Cl:1][C:2]1[C:3]([CH3:27])=[C:4]([CH2:8][N:9]2[C:14]3[N:15]=[C:16]([N:18]4[CH2:23][CH2:22][O:21][CH2:20][CH2:19]4)[S:17][C:13]=3[C:12](=[O:24])[N:11]=[C:10]2SC)[CH:5]=[CH:6][CH:7]=1.B1([O-])OO1.[OH2:32].O.O.O.[Na+].[CH3:37]O. The catalyst is [Cl-].[Na+].O. The product is [Cl:1][C:2]1[C:3]([CH3:27])=[C:4]([CH2:8][N:9]2[C:14]3[N:15]=[C:16]([N:18]4[CH2:23][CH2:22][O:21][CH2:20][CH2:19]4)[S:17][C:13]=3[C:12](=[O:24])[N:11]=[C:10]2[O:32][CH3:37])[CH:5]=[CH:6][CH:7]=1. The yield is 0.422. (2) The reactants are [NH2:1][C:2]1[C:7]([S:8](Cl)(=[O:10])=[O:9])=[CH:6][C:5]([Br:12])=[CH:4][N:3]=1.[NH:13]1[CH2:18][CH2:17][O:16][CH2:15][CH2:14]1.N1C=CC=CC=1. The catalyst is O1CCOCC1. The product is [Br:12][C:5]1[CH:6]=[C:7]([S:8]([N:13]2[CH2:18][CH2:17][O:16][CH2:15][CH2:14]2)(=[O:10])=[O:9])[C:2]([NH2:1])=[N:3][CH:4]=1. The yield is 0.910. (3) The reactants are [Br:1][C:2]1[CH:3]=[C:4]([O:10][CH3:11])[C:5]([O:8][CH3:9])=[CH:6][CH:7]=1.[Cl:12][S:13](O)(=[O:15])=[O:14]. The catalyst is ClCCl. The product is [Br:1][C:2]1[CH:3]=[C:4]([O:10][CH3:11])[C:5]([O:8][CH3:9])=[CH:6][C:7]=1[S:13]([Cl:12])(=[O:15])=[O:14]. The yield is 0.780. (4) The reactants are [N:1]1([C:7]2[C:11]3[CH:12]=[CH:13][CH:14]=[CH:15][C:10]=3[S:9][N:8]=2)[CH2:6][CH2:5][NH:4][CH2:3][CH2:2]1.FC1C=CC(N2CCNCC2)=CC=1.[CH:29]1([CH2:32][CH2:33][NH:34][C:35]([C:37]2[N:38]=[N:39][C:40](Cl)=[CH:41][CH:42]=2)=[O:36])[CH2:31][CH2:30]1. No catalyst specified. The product is [CH:29]1([CH2:32][CH2:33][NH:34][C:35]([C:37]2[N:38]=[N:39][C:40]([N:4]3[CH2:5][CH2:6][N:1]([C:7]4[C:11]5[CH:12]=[CH:13][CH:14]=[CH:15][C:10]=5[S:9][N:8]=4)[CH2:2][CH2:3]3)=[CH:41][CH:42]=2)=[O:36])[CH2:31][CH2:30]1. The yield is 0.250. (5) The reactants are C([N:8]1[CH2:13][CH2:12][CH2:11][C@@H:10]([NH:14][C:15]2[C:25](Cl)=[CH:24][C:18]([C:19]([O:21][CH2:22][CH3:23])=[O:20])=[CH:17][N:16]=2)[CH2:9]1)C1C=CC=CC=1.C([O-])=O.[NH4+]. The catalyst is C(O)C.[Pd]. The product is [NH:8]1[CH2:13][CH2:12][CH2:11][C@@H:10]([NH:14][C:15]2[CH:25]=[CH:24][C:18]([C:19]([O:21][CH2:22][CH3:23])=[O:20])=[CH:17][N:16]=2)[CH2:9]1. The yield is 1.00. (6) The reactants are C1(N2C(C3C=CC(OCC4C=CC=CC=4)=CC=3)=CC(/C=C/C(O)=O)=N2)CCCCC1.[CH2:31]([O:38][C:39]1[CH:44]=[CH:43][C:42]([C:45]2[N:49]([CH:50]3[CH2:55][CH2:54][CH2:53][CH2:52][CH2:51]3)[N:48]=[C:47](/[CH:56]=[CH:57]/[C:58]([O:60]C)=[O:59])[C:46]=2[Br:62])=[CH:41][CH:40]=1)[C:32]1[CH:37]=[CH:36][CH:35]=[CH:34][CH:33]=1. No catalyst specified. The product is [CH2:31]([O:38][C:39]1[CH:40]=[CH:41][C:42]([C:45]2[N:49]([CH:50]3[CH2:55][CH2:54][CH2:53][CH2:52][CH2:51]3)[N:48]=[C:47](/[CH:56]=[CH:57]/[C:58]([OH:60])=[O:59])[C:46]=2[Br:62])=[CH:43][CH:44]=1)[C:32]1[CH:33]=[CH:34][CH:35]=[CH:36][CH:37]=1. The yield is 0.990. (7) The reactants are [Br:1][C:2]1[CH:3]=[C:4]([NH:13][CH:14]2[CH2:19][CH2:18][O:17][CH2:16][CH2:15]2)[C:5]([CH3:12])=[C:6]([CH:11]=1)[C:7]([O:9][CH3:10])=[O:8].[CH:20](=O)[CH3:21].C(O)(=O)C.C(O[BH-](OC(=O)C)OC(=O)C)(=O)C.[Na+]. The catalyst is ClC(Cl)C. The product is [Br:1][C:2]1[CH:3]=[C:4]([N:13]([CH2:20][CH3:21])[CH:14]2[CH2:19][CH2:18][O:17][CH2:16][CH2:15]2)[C:5]([CH3:12])=[C:6]([CH:11]=1)[C:7]([O:9][CH3:10])=[O:8]. The yield is 0.930. (8) The product is [C:1]([O:4][CH2:5][C:6]([CH2:8][S:17][C:14]1[CH:15]=[CH:16][C:11]([CH3:10])=[CH:12][CH:13]=1)=[O:7])(=[O:3])[CH3:2]. The catalyst is COC(C)(C)C. The reactants are [C:1]([O:4][CH2:5][C:6]([CH2:8]Cl)=[O:7])(=[O:3])[CH3:2].[CH3:10][C:11]1[CH:16]=[CH:15][C:14]([SH:17])=[CH:13][CH:12]=1.C(N(CC)CC)C. The yield is 0.970.